From a dataset of Catalyst prediction with 721,799 reactions and 888 catalyst types from USPTO. Predict which catalyst facilitates the given reaction. (1) Reactant: [H-].[Na+].[F:3][C:4]([F:16])([F:15])[C:5]1[CH:10]=[CH:9][N:8]=[C:7]([CH2:11][C:12]([NH2:14])=[O:13])[N:6]=1.[N:17]([C:20]1[CH:33]=[CH:32][C:23]([O:24][CH2:25][CH2:26][N:27]2[CH:31]=[CH:30][N:29]=[CH:28]2)=[CH:22][CH:21]=1)=[C:18]=[S:19].O. Product: [N:27]1([CH2:26][CH2:25][O:24][C:23]2[CH:32]=[CH:33][C:20]([NH:17][C:18](=[S:19])[CH:11]([C:7]3[N:6]=[C:5]([C:4]([F:3])([F:15])[F:16])[CH:10]=[CH:9][N:8]=3)[C:12]([NH2:14])=[O:13])=[CH:21][CH:22]=2)[CH:31]=[CH:30][N:29]=[CH:28]1. The catalyst class is: 1. (2) Reactant: [CH3:1][C:2]1[CH:7]=[CH:6][CH:5]=[CH:4][C:3]=1[CH2:8][CH2:9][OH:10].[OH:11][CH:12]([OH:16])[C:13](O)=O. Product: [CH3:1][C:2]1[CH:7]=[CH:6][CH:5]=[C:4]2[C:3]=1[CH2:8][CH2:9][O:10][CH:13]2[C:12]([OH:16])=[O:11]. The catalyst class is: 67.